This data is from Reaction yield outcomes from USPTO patents with 853,638 reactions. The task is: Predict the reaction yield, written as a fraction of the theoretical maximum amount of product (1.0 means a 100% yield; for example, 0.34 means a 34% yield). (1) The reactants are Cl[C:2]1[N:7]=[C:6]([NH:8][CH2:9][C:10]2[CH:11]=[N:12][CH:13]=[CH:14][CH:15]=2)[CH:5]=[N:4][CH:3]=1.[CH3:16][O:17][C:18]1[CH:23]=[C:22](B2OC(C)(C)C(C)(C)O2)[CH:21]=[CH:20][C:19]=1[OH:33].C([O-])([O-])=O.[Na+].[Na+]. The catalyst is C1(C)C=CC=CC=1.C1C=CC([P]([Pd]([P](C2C=CC=CC=2)(C2C=CC=CC=2)C2C=CC=CC=2)([P](C2C=CC=CC=2)(C2C=CC=CC=2)C2C=CC=CC=2)[P](C2C=CC=CC=2)(C2C=CC=CC=2)C2C=CC=CC=2)(C2C=CC=CC=2)C2C=CC=CC=2)=CC=1. The product is [CH3:16][O:17][C:18]1[CH:23]=[C:22]([C:2]2[CH:3]=[N:4][CH:5]=[C:6]([NH:8][CH2:9][C:10]3[CH:11]=[N:12][CH:13]=[CH:14][CH:15]=3)[N:7]=2)[CH:21]=[CH:20][C:19]=1[OH:33]. The yield is 0.750. (2) The reactants are [CH3:1][O:2][C:3]1[CH:8]=[CH:7][C:6]([CH2:9][N:10]2[CH2:14][CH2:13][CH:12]([S:15]([O-:17])=[O:16])[C:11]2=[O:18])=[CH:5][CH:4]=1.[Na+].[NH2:20]OS(O)(=O)=O.C([O-])(=O)C.[Na+]. The catalyst is CS(C)=O.O.C(OCC)(=O)C. The product is [CH3:1][O:2][C:3]1[CH:8]=[CH:7][C:6]([CH2:9][N:10]2[CH2:14][CH2:13][CH:12]([S:15]([NH2:20])(=[O:17])=[O:16])[C:11]2=[O:18])=[CH:5][CH:4]=1. The yield is 0.630. (3) The reactants are [F:1][C:2]([F:31])([F:30])[C:3]1([CH2:6][N:7]2[CH2:12][CH2:11][CH:10]([CH2:13][O:14][C:15]3[CH:20]=[CH:19][C:18]([C:21]4[CH:26]=[CH:25][C:24]([C:27](O)=[O:28])=[CH:23][CH:22]=4)=[CH:17][CH:16]=3)[CH2:9][CH2:8]2)[CH2:5][CH2:4]1.Cl.[CH3:33][NH:34][CH3:35].C(Cl)CCl.C1C=CC2N(O)N=NC=2C=1.CCN(C(C)C)C(C)C. The catalyst is CN(C=O)C.O. The product is [CH3:33][N:34]([CH3:35])[C:27]([C:24]1[CH:25]=[CH:26][C:21]([C:18]2[CH:17]=[CH:16][C:15]([O:14][CH2:13][CH:10]3[CH2:11][CH2:12][N:7]([CH2:6][C:3]4([C:2]([F:31])([F:30])[F:1])[CH2:5][CH2:4]4)[CH2:8][CH2:9]3)=[CH:20][CH:19]=2)=[CH:22][CH:23]=1)=[O:28]. The yield is 0.760. (4) The reactants are O.[NH2:2][NH2:3].[N:4]1[CH:9]=[CH:8][C:7]([CH2:10][CH2:11][CH2:12][NH:13][C:14]([C:16]2[S:20][C:19]([C:21]([O:23]C)=O)=[CH:18][CH:17]=2)=[O:15])=[CH:6][CH:5]=1. The catalyst is CO. The product is [N:4]1[CH:9]=[CH:8][C:7]([CH2:10][CH2:11][CH2:12][NH:13][C:14]([C:16]2[S:20][C:19]([C:21]([NH:2][NH2:3])=[O:23])=[CH:18][CH:17]=2)=[O:15])=[CH:6][CH:5]=1. The yield is 0.610. (5) The reactants are [F-].[CH2:2]([N+](CCCC)(CCCC)CCCC)[CH2:3][CH2:4]C.[F:19][C:20]([Si](C)(C)C)([F:22])[F:21].[O:27]1[CH2:31][CH2:30][CH2:29][CH2:28]1. No catalyst specified. The product is [CH:30]1([CH:31]([OH:27])[C:20]([F:22])([F:21])[F:19])[CH2:4][CH2:3][CH2:2][CH2:28][CH2:29]1. The yield is 0.370. (6) The reactants are Cl[CH2:2][C:3]([NH:5][C@@H:6]1[CH2:11][CH2:10][N:9]([C:12]([O:14][C:15]([CH3:18])([CH3:17])[CH3:16])=[O:13])[CH2:8][C@H:7]1[OH:19])=[O:4].[H-].[Na+]. The catalyst is C1COCC1. The product is [O:4]=[C:3]1[CH2:2][O:19][C@@H:7]2[CH2:8][N:9]([C:12]([O:14][C:15]([CH3:18])([CH3:17])[CH3:16])=[O:13])[CH2:10][CH2:11][C@H:6]2[NH:5]1. The yield is 0.960. (7) The reactants are [Cl:1][C:2]1[N:3]=[C:4]([NH:21][C:22]2[CH:30]=[C:29]([F:31])[CH:28]=[C:27]([F:32])[C:23]=2[C:24]([OH:26])=O)[C:5]2[CH:10]=[CH:9][N:8]([S:11]([C:14]3[CH:19]=[CH:18][C:17]([CH3:20])=[CH:16][CH:15]=3)(=[O:13])=[O:12])[C:6]=2[N:7]=1.C(Cl)(=O)C(Cl)=O. The catalyst is C1COCC1.CN(C=O)C. The product is [ClH:1].[Cl:1][C:2]1[N:3]2[C:4](=[N:21][C:22]3[C:23]([C:24]2=[O:26])=[C:27]([F:32])[CH:28]=[C:29]([F:31])[CH:30]=3)[C:5]2[CH:10]=[CH:9][N:8]([S:11]([C:14]3[CH:19]=[CH:18][C:17]([CH3:20])=[CH:16][CH:15]=3)(=[O:13])=[O:12])[C:6]=2[N:7]=1. The yield is 0.950. (8) The reactants are O1CCCC1.[CH3:6][C:7]1[CH:23]=[CH:22][C:10]([CH2:11][C:12]2[S:16][C:15]([CH2:17][C:18](Cl)=[N:19][OH:20])=[CH:14][CH:13]=2)=[CH:9][CH:8]=1.[C:24]([C:26]1[C:27]([NH2:33])=[N:28][C:29]([NH2:32])=[CH:30][CH:31]=1)#[CH:25].C(N(CC)CC)C. The catalyst is O. The product is [CH3:6][C:7]1[CH:23]=[CH:22][C:10]([CH2:11][C:12]2[S:16][C:15]([CH2:17][C:18]3[CH:25]=[C:24]([C:26]4[C:27]([NH2:33])=[N:28][C:29]([NH2:32])=[CH:30][CH:31]=4)[O:20][N:19]=3)=[CH:14][CH:13]=2)=[CH:9][CH:8]=1. The yield is 0.352. (9) The reactants are [C:1]([O:5][C:6]([NH:8][C@@H:9]([CH2:13][CH2:14][CH2:15][C@@H:16]([C@@H:22]([O:26][Si:27]([CH:34]([CH3:36])[CH3:35])([CH:31]([CH3:33])[CH3:32])[CH:28]([CH3:30])[CH3:29])[C@@H:23]([OH:25])[CH3:24])[CH2:17][CH2:18][CH:19]([CH3:21])[CH3:20])[C:10](O)=[O:11])=[O:7])([CH3:4])([CH3:3])[CH3:2].CC1C=CC=C([N+]([O-])=O)C=1C(OC(C1C([N+]([O-])=O)=CC=CC=1C)=O)=O. The catalyst is C(Cl)Cl.CN(C1C=CN=CC=1)C. The product is [C:1]([O:5][C:6](=[O:7])[NH:8][C@H:9]1[CH2:13][CH2:14][CH2:15][C@H:16]([CH2:17][CH2:18][CH:19]([CH3:21])[CH3:20])[C@@H:22]([O:26][Si:27]([CH:34]([CH3:36])[CH3:35])([CH:28]([CH3:29])[CH3:30])[CH:31]([CH3:32])[CH3:33])[C@H:23]([CH3:24])[O:25][C:10]1=[O:11])([CH3:3])([CH3:4])[CH3:2]. The yield is 0.590. (10) The reactants are [F:1][C:2]([F:25])([F:24])[CH:3]([NH:6][C:7]1[N:8]=[CH:9][C:10]2[CH2:16][CH2:15][N:14](C(OC(C)(C)C)=O)[CH2:13][C:11]=2[N:12]=1)[CH2:4][OH:5].C(O)(C(F)(F)F)=O. The catalyst is C(Cl)Cl. The product is [F:25][C:2]([F:1])([F:24])[CH:3]([NH:6][C:7]1[N:8]=[CH:9][C:10]2[CH2:16][CH2:15][NH:14][CH2:13][C:11]=2[N:12]=1)[CH2:4][OH:5]. The yield is 0.760.